The task is: Predict the product of the given reaction.. This data is from Forward reaction prediction with 1.9M reactions from USPTO patents (1976-2016). (1) Given the reactants [CH:1]1([CH2:7][C:8]2([C:20]3[CH:25]=[CH:24][C:23]([S:26][CH3:27])=[CH:22][CH:21]=3)[C:16]3[C:11](=[CH:12][CH:13]=[CH:14][CH:15]=3)[C:10]3=[N:17][CH:18]=[CH:19][N:9]23)[CH2:6][CH2:5][CH2:4][CH2:3][CH2:2]1.[OH2:28].[OH:29]OS([O-])=O.[K+], predict the reaction product. The product is: [CH:1]1([CH2:7][C:8]2([C:20]3[CH:21]=[CH:22][C:23]([S:26]([CH3:27])(=[O:29])=[O:28])=[CH:24][CH:25]=3)[C:16]3[C:11](=[CH:12][CH:13]=[CH:14][CH:15]=3)[C:10]3=[N:17][CH:18]=[CH:19][N:9]23)[CH2:2][CH2:3][CH2:4][CH2:5][CH2:6]1. (2) Given the reactants Br.Cl[C:3]1[C:12]2[N:13]=[C:14]([NH2:20])[N:15]([CH2:16][CH:17]([CH3:19])[CH3:18])[C:11]=2[C:10]2[CH:9]=[CH:8][CH:7]=[CH:6][C:5]=2[N:4]=1.[NH3:21], predict the reaction product. The product is: [CH3:18][CH:17]([CH3:19])[CH2:16][N:15]1[C:11]2[C:10]3[CH:9]=[CH:8][CH:7]=[CH:6][C:5]=3[N:4]=[C:3]([NH2:21])[C:12]=2[N:13]=[C:14]1[NH2:20]. (3) Given the reactants [H-].[Na+].[Br:3][CH2:4][C:5]([CH3:9])([CH3:8])[CH2:6][OH:7].[Cl:10][C:11]1[CH:16]=[C:15](Cl)[N:14]=[CH:13][N:12]=1.[Cl-].[NH4+], predict the reaction product. The product is: [Cl:10][C:11]1[CH:16]=[C:15]([O:7][CH2:6][C:5]([CH3:9])([CH3:8])[CH2:4][Br:3])[N:14]=[CH:13][N:12]=1. (4) The product is: [ClH:44].[Cl:44][C:35]1[C:36]([C:40]([F:41])([F:42])[F:43])=[CH:37][CH:38]=[CH:39][C:34]=1[CH2:33][N:18]([CH2:19][CH:20]([C:27]1[CH:32]=[CH:31][CH:30]=[CH:29][CH:28]=1)[C:21]1[CH:22]=[CH:23][CH:24]=[CH:25][CH:26]=1)[CH2:17][CH2:16][CH2:15][O:14][C:10]1[CH:9]=[C:8]([CH:4]([CH2:3][OH:2])[CH2:5][OH:6])[CH:13]=[CH:12][CH:11]=1. Given the reactants C[O:2][C:3](=O)[CH:4]([C:8]1[CH:13]=[CH:12][CH:11]=[C:10]([O:14][CH2:15][CH2:16][CH2:17][N:18]([CH2:33][C:34]2[CH:39]=[CH:38][CH:37]=[C:36]([C:40]([F:43])([F:42])[F:41])[C:35]=2[Cl:44])[CH2:19][CH:20]([C:27]2[CH:32]=[CH:31][CH:30]=[CH:29][CH:28]=2)[C:21]2[CH:26]=[CH:25][CH:24]=[CH:23][CH:22]=2)[CH:9]=1)[C:5](O)=[O:6].[H-].[Al+3].[Li+].[H-].[H-].[H-].C(OCC)(=O)C, predict the reaction product. (5) Given the reactants [CH3:1][N:2]([CH3:26])[CH2:3][C@@H:4]([OH:25])[CH2:5][O:6][CH2:7][CH2:8][CH2:9][CH2:10][CH2:11][CH2:12][CH2:13][CH2:14]/[CH:15]=[CH:16]\[CH2:17]/[CH:18]=[CH:19]\[CH2:20][CH2:21][CH2:22][CH2:23][CH3:24].[H-].[Na+].CS(O[CH2:34][CH2:35][CH2:36][CH2:37][CH2:38][CH2:39][CH2:40][CH2:41][O:42][C@H:43]1[CH2:67][CH2:66][C@@:65]2([CH3:68])[C:45](=[CH:46][CH2:47][C@@H:48]3[C@@H:64]2[CH2:63][CH2:62][C@@:61]2([CH3:69])[C@H:49]3[CH2:50][CH2:51][C@@H:52]2[C@H:53]([CH3:60])[CH2:54][CH2:55][CH2:56][CH:57]([CH3:59])[CH3:58])[CH2:44]1)(=O)=O.CCO, predict the reaction product. The product is: [CH3:59][CH:57]([CH2:56][CH2:55][CH2:54][C@H:53]([C@@H:52]1[C@:61]2([CH3:69])[C@H:49]([C@H:48]3[C@H:64]([CH2:63][CH2:62]2)[C@:65]2([CH3:68])[C:45]([CH2:44][C@@H:43]([O:42][CH2:41][CH2:40][CH2:39][CH2:38][CH2:37][CH2:36][CH2:35][CH2:34][O:25][C@@H:4]([CH2:5][O:6][CH2:7][CH2:8][CH2:9][CH2:10][CH2:11][CH2:12][CH2:13][CH2:14]/[CH:15]=[CH:16]\[CH2:17]/[CH:18]=[CH:19]\[CH2:20][CH2:21][CH2:22][CH2:23][CH3:24])[CH2:3][N:2]([CH3:1])[CH3:26])[CH2:67][CH2:66]2)=[CH:46][CH2:47]3)[CH2:50][CH2:51]1)[CH3:60])[CH3:58]. (6) Given the reactants Cl[C:2]1[CH:3]=[CH:4][C:5]2[N:6]([C:8]([C:11]3[CH:16]=[CH:15][C:14]([Cl:17])=[CH:13][CH:12]=3)=[CH:9][N:10]=2)[N:7]=1.C([O-])([O-])=O.[K+].[K+].Cl.[CH3:25][N:26]1[CH2:31][CH2:30][N:29]([C:32]([C:34]2[CH:39]=[CH:38][C:37](B(O)O)=[CH:36][CH:35]=2)=[O:33])[CH2:28][CH2:27]1, predict the reaction product. The product is: [Cl:17][C:14]1[CH:15]=[CH:16][C:11]([C:8]2[N:6]3[N:7]=[C:2]([C:37]4[CH:36]=[CH:35][C:34]([C:32]([N:29]5[CH2:30][CH2:31][N:26]([CH3:25])[CH2:27][CH2:28]5)=[O:33])=[CH:39][CH:38]=4)[CH:3]=[CH:4][C:5]3=[N:10][CH:9]=2)=[CH:12][CH:13]=1. (7) Given the reactants [Cl:1][C:2]1[CH:14]=[N:13][C:5]2[NH:6][C:7]3[CH2:12][CH2:11][NH:10][CH2:9][C:8]=3[C:4]=2[CH:3]=1.CCN(C(C)C)C(C)C.[Cl:24][C:25]1[CH:30]=[CH:29][CH:28]=[CH:27][C:26]=1[N:31]=[C:32]=[O:33].Cl.CCOCC, predict the reaction product. The product is: [ClH:1].[Cl:24][C:25]1[CH:30]=[CH:29][CH:28]=[CH:27][C:26]=1[NH:31][C:32]([N:10]1[CH2:11][CH2:12][C:7]2[NH:6][C:5]3[N:13]=[CH:14][C:2]([Cl:1])=[CH:3][C:4]=3[C:8]=2[CH2:9]1)=[O:33]. (8) The product is: [S:21]1[CH:22]=[CH:23][N:24]=[C:20]1[NH:19][C:3]([C:5]1[C:13]2[C:8](=[CH:9][N:10]=[CH:11][CH:12]=2)[N:7]([CH2:17][CH:14]2[CH2:16][CH2:15]2)[CH:6]=1)=[O:4]. Given the reactants CO[C:3]([C:5]1[C:13]2[C:8](=[CH:9][N:10]=[CH:11][CH:12]=2)[NH:7][CH:6]=1)=[O:4].[CH:14]1([CH2:17]Br)[CH2:16][CH2:15]1.[NH2:19][C:20]1[S:21][CH:22]=[CH:23][N:24]=1, predict the reaction product. (9) Given the reactants C([O:8][C:9](=[O:17])[CH2:10][N:11]1[CH:15]=[N:14][C:13]([CH3:16])=[N:12]1)C1C=CC=CC=1, predict the reaction product. The product is: [CH3:16][C:13]1[N:14]=[CH:15][N:11]([CH2:10][C:9]([OH:17])=[O:8])[N:12]=1.